From a dataset of Forward reaction prediction with 1.9M reactions from USPTO patents (1976-2016). Predict the product of the given reaction. (1) Given the reactants [Cl:1][C:2]1[C:3]2[C:12]([F:13])=[CH:11][CH:10]=[CH:9][C:4]=2[S:5][C:6]=1[CH2:7][OH:8], predict the reaction product. The product is: [Cl:1][C:2]1[C:3]2[C:12]([F:13])=[CH:11][CH:10]=[CH:9][C:4]=2[S:5][C:6]=1[CH:7]=[O:8]. (2) Given the reactants CON(C)[C:4]([C:6]1[N:7]=[CH:8][N:9]([C:11]2[CH:12]=[C:13]([C:17]3[CH:22]=[CH:21][CH:20]=[C:19]([F:23])[C:18]=3[O:24][CH3:25])[CH:14]=[CH:15][CH:16]=2)[CH:10]=1)=[O:5].[S:27]1[CH:31]=[CH:30][N:29]=[CH:28]1, predict the reaction product. The product is: [F:23][C:19]1[C:18]([O:24][CH3:25])=[C:17]([C:13]2[CH:14]=[CH:15][CH:16]=[C:11]([N:9]3[CH:10]=[C:6]([C:4]([C:28]4[S:27][CH:31]=[CH:30][N:29]=4)=[O:5])[N:7]=[CH:8]3)[CH:12]=2)[CH:22]=[CH:21][CH:20]=1. (3) Given the reactants [Cl:1][C:2]1[CH:7]=[CH:6][CH:5]=[C:4]([F:8])[C:3]=1[C:9]1[NH:13][C:12](=[O:14])[N:11]([C:15]2[CH:20]=[CH:19][C:18]([N+:21]([O-])=O)=[C:17]([O:24][CH3:25])[CH:16]=2)[N:10]=1, predict the reaction product. The product is: [NH2:21][C:18]1[CH:19]=[CH:20][C:15]([N:11]2[C:12](=[O:14])[NH:13][C:9]([C:3]3[C:4]([F:8])=[CH:5][CH:6]=[CH:7][C:2]=3[Cl:1])=[N:10]2)=[CH:16][C:17]=1[O:24][CH3:25]. (4) The product is: [CH2:53]([O:52][C:51]([N:50]([CH2:61][CH2:62][C:63]1[CH:68]=[CH:67][C:66]([Cl:69])=[C:65]([Cl:70])[CH:64]=1)[CH2:49][CH2:48][C:47]([N:27]([CH:28]1[CH2:33][CH2:32][O:31][CH2:30][CH2:29]1)[CH2:26][CH2:25][N:14]([CH2:13][CH2:12][C:5]1[C:6]2[S:10][C:9](=[O:11])[NH:8][C:7]=2[C:2]([OH:1])=[CH:3][CH:4]=1)[C:15](=[O:24])[O:16][CH2:17][C:18]1[CH:23]=[CH:22][CH:21]=[CH:20][CH:19]=1)=[O:71])=[O:60])[C:54]1[CH:55]=[CH:56][CH:57]=[CH:58][CH:59]=1. Given the reactants [OH:1][C:2]1[C:7]2[NH:8][C:9](=[O:11])[S:10][C:6]=2[C:5]([CH2:12][CH2:13][N:14]([CH2:25][CH2:26][NH:27][CH:28]2[CH2:33][CH2:32][O:31][CH2:30][CH2:29]2)[C:15](=[O:24])[O:16][CH2:17][C:18]2[CH:23]=[CH:22][CH:21]=[CH:20][CH:19]=2)=[CH:4][CH:3]=1.C(N(CC)CC)C.Cl[Si](C)(C)C.Cl[C:47](=[O:71])[CH2:48][CH2:49][N:50]([CH2:61][CH2:62][C:63]1[CH:68]=[CH:67][C:66]([Cl:69])=[C:65]([Cl:70])[CH:64]=1)[C:51](=[O:60])[O:52][CH2:53][C:54]1[CH:59]=[CH:58][CH:57]=[CH:56][CH:55]=1, predict the reaction product. (5) Given the reactants [CH:1]([C:3]1[CH:4]=[C:5]([C:9]2[CH:10]=[C:11]3[C:15](=[C:16]([C:18]([NH2:20])=[O:19])[CH:17]=2)[NH:14][CH:13]=[C:12]3[CH:21]2[CH2:26][CH2:25][N:24]([S:27]([CH2:30][CH2:31][CH2:32][N:33]3[CH2:37][CH2:36][CH2:35][CH2:34]3)(=[O:29])=[O:28])[CH2:23][CH2:22]2)[CH:6]=[CH:7][CH:8]=1)=O.[NH:38]1[CH2:42][CH2:41][CH2:40][CH2:39]1.[BH4-].[Na+], predict the reaction product. The product is: [N:38]1([CH2:1][C:3]2[CH:4]=[C:5]([C:9]3[CH:10]=[C:11]4[C:15](=[C:16]([C:18]([NH2:20])=[O:19])[CH:17]=3)[NH:14][CH:13]=[C:12]4[CH:21]3[CH2:22][CH2:23][N:24]([S:27]([CH2:30][CH2:31][CH2:32][N:33]4[CH2:34][CH2:35][CH2:36][CH2:37]4)(=[O:28])=[O:29])[CH2:25][CH2:26]3)[CH:6]=[CH:7][CH:8]=2)[CH2:42][CH2:41][CH2:40][CH2:39]1.